Dataset: Reaction yield outcomes from USPTO patents with 853,638 reactions. Task: Predict the reaction yield, written as a fraction of the theoretical maximum amount of product (1.0 means a 100% yield; for example, 0.34 means a 34% yield). (1) The reactants are [CH3:1][N:2]1[CH2:7][CH2:6][N:5]([C:8]2[CH:16]=[CH:15][C:11]([C:12](O)=[O:13])=[C:10]([N:17]([CH:24]3[CH2:29][CH2:28][O:27][CH2:26][CH2:25]3)C(=O)C(F)(F)F)[CH:9]=2)[CH2:4][CH2:3]1.[H-].[H-].[H-].[H-].[Li+].[Al+3].O. The catalyst is O1CCCC1. The product is [CH3:1][N:2]1[CH2:3][CH2:4][N:5]([C:8]2[CH:16]=[CH:15][C:11]([CH2:12][OH:13])=[C:10]([NH:17][CH:24]3[CH2:29][CH2:28][O:27][CH2:26][CH2:25]3)[CH:9]=2)[CH2:6][CH2:7]1. The yield is 0.770. (2) The reactants are [Br:1][C:2]1[CH:7]=[C:6](C=O)[C:5]([Cl:10])=[CH:4][N:3]=1.[CH:11](OC)([O:14][CH3:15])[O:12][CH3:13]. The catalyst is CO.O.C1(C)C=CC(S(O)(=O)=O)=CC=1. The product is [Br:1][C:2]1[CH:7]=[C:6]([CH:11]([O:14][CH3:15])[O:12][CH3:13])[C:5]([Cl:10])=[CH:4][N:3]=1. The yield is 0.970. (3) The reactants are C[O:2][C:3](=[O:24])[CH:4]([C:11]1[CH:16]=[CH:15][C:14]([S:17]([C:20]([F:23])([F:22])[F:21])(=[O:19])=[O:18])=[CH:13][CH:12]=1)[CH2:5][CH:6]1[CH2:10][CH2:9][CH2:8][CH2:7]1.[OH-].[Li+]. The catalyst is O1CCCC1. The product is [CH:6]1([CH2:5][CH:4]([C:11]2[CH:12]=[CH:13][C:14]([S:17]([C:20]([F:23])([F:21])[F:22])(=[O:19])=[O:18])=[CH:15][CH:16]=2)[C:3]([OH:24])=[O:2])[CH2:10][CH2:9][CH2:8][CH2:7]1. The yield is 0.770. (4) The reactants are B(Br)(Br)Br.C[O:6][C:7]1[CH:12]=[CH:11][C:10]([P:13](=[O:26])([C:20]2[CH:25]=[CH:24][CH:23]=[CH:22][CH:21]=2)[C:14]2[CH:19]=[CH:18][CH:17]=[CH:16][CH:15]=2)=[CH:9][CH:8]=1. The catalyst is ClCCl. The product is [OH:6][C:7]1[CH:8]=[CH:9][C:10]([P:13](=[O:26])([C:14]2[CH:15]=[CH:16][CH:17]=[CH:18][CH:19]=2)[C:20]2[CH:25]=[CH:24][CH:23]=[CH:22][CH:21]=2)=[CH:11][CH:12]=1. The yield is 0.230. (5) The reactants are [H-].[Na+].C([N:7]1[C:11]([NH:12]C(=O)C(F)(F)F)=[C:10]([C:19]2[CH:24]=[C:23]([Cl:25])[CH:22]=[CH:21][C:20]=2[OH:26])[CH:9]=[N:8]1)(C)(C)C.[Cl:27][C:28]1[C:29](F)=[CH:30][C:31]([F:50])=[C:32]([S:34]([N:37]([C:45]2[N:46]=[CH:47][S:48][CH:49]=2)C(=O)OC(C)(C)C)(=[O:36])=[O:35])[CH:33]=1.C(=O)([O-])[O-].[K+].[K+].C(=O)([O-])[O-].[Na+].[Na+]. The catalyst is CN(C)C=O.C(OCC)(=O)C.CO.O. The product is [NH2:12][C:11]1[NH:7][N:8]=[CH:9][C:10]=1[C:19]1[CH:24]=[C:23]([Cl:25])[CH:22]=[CH:21][C:20]=1[O:26][C:29]1[C:28]([Cl:27])=[CH:33][C:32]([S:34]([NH:37][C:45]2[N:46]=[CH:47][S:48][CH:49]=2)(=[O:36])=[O:35])=[C:31]([F:50])[CH:30]=1. The yield is 0.120. (6) The reactants are [C:1]([C:3]([C:6]1[CH:7]=[C:8]([CH:13]=[C:14]([OH:16])[CH:15]=1)[C:9]([O:11][CH3:12])=[O:10])([CH3:5])[CH3:4])#[N:2].Cl.Cl[CH2:19][CH2:20][N:21]1[CH2:25][CH2:24][CH2:23][CH2:22]1.C(=O)([O-])[O-].[K+].[K+].[I-].[Na+]. The catalyst is CC(C)=O. The product is [CH3:12][O:11][C:9](=[O:10])[C:8]1[CH:13]=[C:14]([O:16][CH2:19][CH2:20][N:21]2[CH2:25][CH2:24][CH2:23][CH2:22]2)[CH:15]=[C:6]([C:3]([C:1]#[N:2])([CH3:5])[CH3:4])[CH:7]=1. The yield is 0.570. (7) The reactants are [NH2:1][CH2:2][CH2:3][C@@H:4]1[C@@H:12]([C@@:13]2([CH3:29])[CH2:18][CH2:17][C@H:16]([OH:19])[CH2:15][C@@H:14]2[CH2:20][O:21][Si](C(C)(C)C)(C)C)[CH2:11][CH2:10][C@@:9]2([CH3:30])[C@H:5]1[CH2:6][CH2:7][C:8]2=[CH2:31]. The catalyst is C(O)(=O)C.O. The product is [NH2:1][CH2:2][CH2:3][C@@H:4]1[C@@H:12]([C@@:13]2([CH3:29])[CH2:18][CH2:17][C@H:16]([OH:19])[CH2:15][C@@H:14]2[CH2:20][OH:21])[CH2:11][CH2:10][C@@:9]2([CH3:30])[C@H:5]1[CH2:6][CH2:7][C:8]2=[CH2:31]. The yield is 1.00. (8) The reactants are [CH2:1]([NH:8][S:9]([C:12]1[CH:17]=[CH:16][C:15]([O:18][CH3:19])=[CH:14][CH:13]=1)(=[O:11])=[O:10])[C:2]1[CH:7]=[CH:6][CH:5]=[CH:4][CH:3]=1.[H-].[Na+].Cl[C:23]1[C:32]2[C:27](=[CH:28][C:29]([C:33]([F:36])([F:35])[F:34])=[CH:30][CH:31]=2)[N:26]=[CH:25][C:24]=1[C:37]([O:39][CH2:40][CH3:41])=[O:38].Cl. The catalyst is CN(C=O)C.O. The product is [CH2:40]([O:39][C:37]([C:24]1[CH:25]=[N:26][C:27]2[C:32]([C:23]=1[N:8]([CH2:1][C:2]1[CH:3]=[CH:4][CH:5]=[CH:6][CH:7]=1)[S:9]([C:12]1[CH:13]=[CH:14][C:15]([O:18][CH3:19])=[CH:16][CH:17]=1)(=[O:11])=[O:10])=[CH:31][CH:30]=[C:29]([C:33]([F:36])([F:35])[F:34])[CH:28]=2)=[O:38])[CH3:41]. The yield is 0.880. (9) The reactants are [NH2:1][C:2]1[C:3]([N+:22]([O-:24])=[O:23])=[CH:4][C:5]([Cl:21])=[C:6]([N:8]2[CH2:13][CH2:12][N:11]([C:14]([O:16][C:17]([CH3:20])([CH3:19])[CH3:18])=[O:15])[CH2:10][CH2:9]2)[CH:7]=1.[CH3:25][N:26]([C:28]1[CH:36]=[CH:35][C:31]([C:32](Cl)=[O:33])=[CH:30][CH:29]=1)[CH3:27].CCN(P1(N(C)CCCN1C)=NC(C)(C)C)CC. The catalyst is CN(C1C=CN=CC=1)C.ClCCCl.N1CCCCC1. The product is [Cl:21][C:5]1[CH:4]=[C:3]([N+:22]([O-:24])=[O:23])[C:2]([NH:1][C:32](=[O:33])[C:31]2[CH:30]=[CH:29][C:28]([N:26]([CH3:25])[CH3:27])=[CH:36][CH:35]=2)=[CH:7][C:6]=1[N:8]1[CH2:9][CH2:10][N:11]([C:14]([O:16][C:17]([CH3:18])([CH3:19])[CH3:20])=[O:15])[CH2:12][CH2:13]1. The yield is 0.708. (10) The reactants are [CH3:1][S:2]([C:5]1[CH:10]=[CH:9][C:8]([C:11]2[C:15]3[N:16]=[CH:17][N:18]=[C:19](O)[C:14]=3[O:13][N:12]=2)=[CH:7][CH:6]=1)(=[O:4])=[O:3].O=P(Cl)(Cl)[Cl:23]. No catalyst specified. The product is [Cl:23][C:19]1[C:14]2[O:13][N:12]=[C:11]([C:8]3[CH:9]=[CH:10][C:5]([S:2]([CH3:1])(=[O:4])=[O:3])=[CH:6][CH:7]=3)[C:15]=2[N:16]=[CH:17][N:18]=1. The yield is 0.801.